Task: Binary Classification. Given a T-cell receptor sequence (or CDR3 region) and an epitope sequence, predict whether binding occurs between them.. Dataset: TCR-epitope binding with 47,182 pairs between 192 epitopes and 23,139 TCRs (1) The epitope is ELAGIGILTV. The TCR CDR3 sequence is CASSSGGREQYF. Result: 1 (the TCR binds to the epitope). (2) The epitope is AVFDRKSDAK. The TCR CDR3 sequence is CAVNGLAGPTDTQYF. Result: 1 (the TCR binds to the epitope).